Dataset: Forward reaction prediction with 1.9M reactions from USPTO patents (1976-2016). Task: Predict the product of the given reaction. (1) Given the reactants [Al+3:1].[Cl-].[Cl-].[Cl-].[C:5]1([Mg]Br)[CH:10]=[CH:9][CH:8]=[CH:7][CH:6]=1.[C:13]1(C)[CH:18]=[CH:17][CH:16]=[CH:15][CH:14]=1, predict the reaction product. The product is: [C:5]1([Al:1]([C:13]2[CH:14]=[CH:15][CH:16]=[CH:17][CH:18]=2)[C:5]2[CH:10]=[CH:9][CH:8]=[CH:7][CH:6]=2)[CH:10]=[CH:9][CH:8]=[CH:7][CH:6]=1. (2) Given the reactants [CH3:1][CH:2]([O:4][C:5]1[NH:6][C:7]([NH2:16])=[C:8]2[C:12]([N:13]=1)=[N:11][C:10]([O:14][CH3:15])=[N:9]2)[CH3:3].C(=O)([O-])[O-].[K+].[K+].Br[CH2:24][CH2:25][CH2:26][CH2:27][CH:28]1[CH2:33][CH2:32][N:31]([C:34]([O:36][C:37]([CH3:40])([CH3:39])[CH3:38])=[O:35])[CH2:30][CH2:29]1, predict the reaction product. The product is: [NH2:16][C:7]1[N:6]=[C:5]([O:4][CH:2]([CH3:1])[CH3:3])[N:13]=[C:12]2[C:8]=1[N:9]=[C:10]([O:14][CH3:15])[N:11]2[CH2:24][CH2:25][CH2:26][CH2:27][CH:28]1[CH2:29][CH2:30][N:31]([C:34]([O:36][C:37]([CH3:38])([CH3:40])[CH3:39])=[O:35])[CH2:32][CH2:33]1. (3) Given the reactants Br[C:2]1[CH:21]=[CH:20][C:5]([CH2:6][CH:7]2[CH2:12][CH2:11]C[N:9]([CH:13]3[CH2:18][CH2:17][CH2:16][CH2:15][CH2:14]3)[C:8]2=[O:19])=[C:4]([Cl:22])[CH:3]=1.[OH:23][CH:24]1[CH2:28][CH2:27][NH:26][CH2:25]1.C(=O)([O-])[O-].[K+].[K+], predict the reaction product. The product is: [Cl:22][C:4]1[CH:3]=[C:2]([N:26]2[CH2:27][CH2:28][CH:24]([OH:23])[CH2:25]2)[CH:21]=[CH:20][C:5]=1[CH2:6][CH:7]1[CH2:12][CH2:11][N:9]([CH:13]2[CH2:14][CH2:15][CH2:16][CH2:17][CH2:18]2)[C:8]1=[O:19]. (4) Given the reactants [CH2:1]([O:3][C:4]1[C:5]([CH2:39][N:40]2[CH2:45][CH2:44][CH2:43][CH2:42][CH2:41]2)=[C:6]2[C:11](=[C:12]3[CH2:16][C:15]([CH3:18])([CH3:17])[O:14][C:13]=13)[C:10]([C:19]1[CH:20]=[C:21]([NH:25][C:26]([C:28]3[CH:36]=[CH:35][CH:34]=[CH:33][C:29]=3[C:30](O)=[O:31])=[O:27])[CH:22]=[CH:23][CH:24]=1)=[N:9][C:8]([CH3:38])([CH3:37])[CH2:7]2)[CH3:2].C(OC(=O)C)(=O)C.C(=O)([O-])O.[Na+], predict the reaction product. The product is: [CH2:1]([O:3][C:4]1[C:5]([CH2:39][N:40]2[CH2:41][CH2:42][CH2:43][CH2:44][CH2:45]2)=[C:6]2[C:11](=[C:12]3[CH2:16][C:15]([CH3:17])([CH3:18])[O:14][C:13]=13)[C:10]([C:19]1[CH:20]=[C:21]([N:25]3[C:30](=[O:31])[C:29]4[C:28](=[CH:36][CH:35]=[CH:34][CH:33]=4)[C:26]3=[O:27])[CH:22]=[CH:23][CH:24]=1)=[N:9][C:8]([CH3:38])([CH3:37])[CH2:7]2)[CH3:2]. (5) Given the reactants [N:1]1[CH:6]=[C:5]([C:7]([OH:9])=O)[CH:4]=[N:3][CH:2]=1.[NH2:10][C:11]1[CH:19]=[CH:18][CH:17]=[C:16]2[C:12]=1[C:13]([C:24]([N:26]1[CH2:31][CH2:30][CH:29]([C:32]3[CH:33]=[C:34]([CH:43]=[CH:44][C:45]=3[F:46])[CH2:35][NH:36][C:37](=[O:42])[C:38]([F:41])([F:40])[F:39])[CH2:28][CH2:27]1)=[O:25])=[CH:14][N:15]2[CH2:20][CH2:21][O:22][CH3:23], predict the reaction product. The product is: [F:46][C:45]1[CH:44]=[CH:43][C:34]([CH2:35][NH:36][C:37](=[O:42])[C:38]([F:41])([F:40])[F:39])=[CH:33][C:32]=1[CH:29]1[CH2:28][CH2:27][N:26]([C:24]([C:13]2[C:12]3[C:16](=[CH:17][CH:18]=[CH:19][C:11]=3[NH:10][C:7]([C:5]3[CH:4]=[N:3][CH:2]=[N:1][CH:6]=3)=[O:9])[N:15]([CH2:20][CH2:21][O:22][CH3:23])[CH:14]=2)=[O:25])[CH2:31][CH2:30]1. (6) Given the reactants Cl[C:2]1[N:7]=[CH:6][N:5]=[C:4]([C:8]([NH:10][C:11]2[CH:12]=[C:13]3[C:17](=[CH:18][CH:19]=2)[NH:16][N:15]=[CH:14]3)=[O:9])[CH:3]=1.[CH2:20]([NH:23][CH:24]([CH3:26])[CH3:25])[CH2:21][CH3:22], predict the reaction product. The product is: [NH:16]1[C:17]2[C:13](=[CH:12][C:11]([NH:10][C:8]([C:4]3[CH:3]=[C:2]([N:23]([CH:24]([CH3:26])[CH3:25])[CH2:20][CH2:21][CH3:22])[N:7]=[CH:6][N:5]=3)=[O:9])=[CH:19][CH:18]=2)[CH:14]=[N:15]1. (7) Given the reactants C([Li])CCC.[CH2:6]([N:13]1[C@@H:18]2[CH:19]([C:21]([O:23][C:24]([CH3:27])([CH3:26])[CH3:25])=[O:22])[CH2:20][C@@:14]1([C:29]1[CH:34]=[CH:33][CH:32]=[CH:31][CH:30]=1)[C:15](=[O:28])[CH2:16][CH2:17]2)[C:7]1[CH:12]=[CH:11][CH:10]=[CH:9][CH:8]=1.[O:35]1C[CH2:38][CH2:37][CH2:36]1, predict the reaction product. The product is: [CH2:6]([N:13]1[C@@H:18]2[CH:19]([C:21]([O:23][C:24]([CH3:27])([CH3:26])[CH3:25])=[O:22])[CH2:20][C@@:14]1([C:29]1[CH:30]=[CH:31][CH:32]=[CH:33][CH:34]=1)[C@:15]([C:38]#[C:37][CH2:36][OH:35])([OH:28])[CH2:16][CH2:17]2)[C:7]1[CH:8]=[CH:9][CH:10]=[CH:11][CH:12]=1. (8) Given the reactants [Cl:1][C:2]1[CH:7]=[C:6]([C:8](=[O:12])[N:9]([CH3:11])[CH3:10])[CH:5]=[CH:4][C:3]=1[NH:13][C:14]1[N:15]=[C:16]([O:49][CH3:50])[C:17]2[C:22]([C:23]3[CH:28]=[CH:27][C:26]([NH:29]C(=O)OC(C)(C)C)=[C:25]([NH:37]C(=O)[O-])[CH:24]=3)=[CH:21][N:20]([CH2:41][O:42][CH2:43][CH2:44][Si:45]([CH3:48])([CH3:47])[CH3:46])[C:18]=2[N:19]=1.Cl.N, predict the reaction product. The product is: [Cl:1][C:2]1[CH:7]=[C:6]([CH:5]=[CH:4][C:3]=1[NH:13][C:14]1[N:15]=[C:16]([O:49][CH3:50])[C:17]2[C:22]([C:23]3[CH:28]=[CH:27][C:26]([NH2:29])=[C:25]([NH2:37])[CH:24]=3)=[CH:21][N:20]([CH2:41][O:42][CH2:43][CH2:44][Si:45]([CH3:46])([CH3:48])[CH3:47])[C:18]=2[N:19]=1)[C:8]([N:9]([CH3:11])[CH3:10])=[O:12].